From a dataset of Catalyst prediction with 721,799 reactions and 888 catalyst types from USPTO. Predict which catalyst facilitates the given reaction. (1) Reactant: [Mg].II.Br[C:5]1[CH:10]=[CH:9][CH:8]=[C:7]([CH:11]=[C:12]([F:14])[F:13])[CH:6]=1.[CH:15](N1CCCCC1)=[O:16].Cl. Product: [F:13][C:12]([F:14])=[CH:11][C:7]1[CH:6]=[C:5]([CH:10]=[CH:9][CH:8]=1)[CH:15]=[O:16]. The catalyst class is: 7. (2) Reactant: [C:1]([O:5][C:6](=[O:38])[NH:7][C@@H:8]1[C:13](=[O:14])[C@H:12]([CH2:15][C:16]2[CH:21]=[C:20]([F:22])[C:19]([NH:23][C:24]([O:26][CH2:27][C:28]3[CH:33]=[CH:32][CH:31]=[CH:30][CH:29]=3)=[O:25])=[C:18]([CH2:34][CH2:35][CH2:36][CH3:37])[CH:17]=2)[CH2:11][S:10][CH2:9]1)([CH3:4])([CH3:3])[CH3:2].C1(C)C=CC=CC=1.CCOC(C)=O.N. Product: [C:1]([O:5][C:6](=[O:38])[NH:7][C@@H:8]1[C@@H:13]([OH:14])[C@H:12]([CH2:15][C:16]2[CH:21]=[C:20]([F:22])[C:19]([NH:23][C:24]([O:26][CH2:27][C:28]3[CH:33]=[CH:32][CH:31]=[CH:30][CH:29]=3)=[O:25])=[C:18]([CH2:34][CH2:35][CH2:36][CH3:37])[CH:17]=2)[CH2:11][S:10][CH2:9]1)([CH3:4])([CH3:3])[CH3:2]. The catalyst class is: 1. (3) Reactant: [Br:1][C:2]1[CH:3]=[C:4]([C:8]([CH3:12])([CH3:11])[C:9]#N)[CH:5]=[CH:6][CH:7]=1.S(=O)(=O)(O)[OH:14].[CH2:18]([OH:20])[CH3:19]. Product: [CH2:18]([O:20][C:9](=[O:14])[C:8]([C:4]1[CH:5]=[CH:6][CH:7]=[C:2]([Br:1])[CH:3]=1)([CH3:12])[CH3:11])[CH3:19]. The catalyst class is: 6. (4) Reactant: [C:1]([O:5][C:6](=[O:46])[N:7]([CH2:28][C@H:29]([O:38][Si:39]([C:42]([CH3:45])([CH3:44])[CH3:43])([CH3:41])[CH3:40])[CH2:30][O:31][C:32]1[CH:37]=[CH:36][CH:35]=[CH:34][CH:33]=1)[CH2:8][C@H:9]1[CH2:18][CH2:17][C:16]2[C:11](=[CH:12][CH:13]=[C:14](B3OC(C)(C)C(C)(C)O3)[CH:15]=2)[O:10]1)([CH3:4])([CH3:3])[CH3:2].C[N+]1([O-])CC[O:51]CC1. Product: [C:1]([O:5][C:6](=[O:46])[N:7]([CH2:28][C@H:29]([O:38][Si:39]([C:42]([CH3:44])([CH3:43])[CH3:45])([CH3:40])[CH3:41])[CH2:30][O:31][C:32]1[CH:33]=[CH:34][CH:35]=[CH:36][CH:37]=1)[CH2:8][C@H:9]1[CH2:18][CH2:17][C:16]2[C:11](=[CH:12][CH:13]=[C:14]([OH:51])[CH:15]=2)[O:10]1)([CH3:2])([CH3:3])[CH3:4]. The catalyst class is: 1. (5) Reactant: [NH2:1][C:2]1[C:11]([N+:12]([O-])=O)=[CH:10][CH:9]=[CH:8][C:3]=1[C:4]([O:6][CH3:7])=[O:5].[H][H]. Product: [NH2:1][C:2]1[C:11]([NH2:12])=[CH:10][CH:9]=[CH:8][C:3]=1[C:4]([O:6][CH3:7])=[O:5]. The catalyst class is: 99. (6) Reactant: [Br:1][C:2]1[CH:17]=[CH:16][C:5]2[N:6]=[C:7]([C:9]3[CH:14]=[CH:13][C:12]([OH:15])=[CH:11][CH:10]=3)[O:8][C:4]=2[CH:3]=1.Cl.Cl[CH2:20][CH2:21][N:22]1[CH2:27][CH2:26][O:25][CH2:24][CH2:23]1. Product: [Br:1][C:2]1[CH:17]=[CH:16][C:5]2[N:6]=[C:7]([C:9]3[CH:10]=[CH:11][C:12]([O:15][CH2:20][CH2:21][N:22]4[CH2:27][CH2:26][O:25][CH2:24][CH2:23]4)=[CH:13][CH:14]=3)[O:8][C:4]=2[CH:3]=1. The catalyst class is: 10. (7) Reactant: [F:1][C:2]1[CH:3]=[C:4]([CH:6]=[CH:7][CH:8]=1)[NH2:5].O=[C:10]1[CH2:15][CH2:14][N:13]([C:16]([O:18][C:19]([CH3:22])([CH3:21])[CH3:20])=[O:17])[CH2:12][CH2:11]1.C(O)(=O)C.C([BH3-])#N.[Na+].[OH-].[Na+]. Product: [F:1][C:2]1[CH:3]=[C:4]([CH:6]=[CH:7][CH:8]=1)[NH:5][CH:10]1[CH2:15][CH2:14][N:13]([C:16]([O:18][C:19]([CH3:22])([CH3:21])[CH3:20])=[O:17])[CH2:12][CH2:11]1. The catalyst class is: 5. (8) Reactant: C[O-].[Na+].[N+:4]([C:7]1[C:8]([NH:16]C(=O)C)=[CH:9][C:10]2[O:14][CH2:13][O:12][C:11]=2[CH:15]=1)([O-:6])=[O:5].CC(O)=O. Product: [N+:4]([C:7]1[C:8]([NH2:16])=[CH:9][C:10]2[O:14][CH2:13][O:12][C:11]=2[CH:15]=1)([O-:6])=[O:5]. The catalyst class is: 5.